Dataset: Forward reaction prediction with 1.9M reactions from USPTO patents (1976-2016). Task: Predict the product of the given reaction. (1) Given the reactants Cl.NO.[Br:4][C:5]1[C:10]([CH:11]=O)=[C:9]([F:13])[C:8]([O:14][CH3:15])=[C:7]([F:16])[CH:6]=1.CC[N+:19](S(N=C(OC)[O-])(=O)=O)(CC)CC, predict the reaction product. The product is: [Br:4][C:5]1[C:10]([C:11]#[N:19])=[C:9]([F:13])[C:8]([O:14][CH3:15])=[C:7]([F:16])[CH:6]=1. (2) Given the reactants C(O)(C(F)(F)F)=O.C([O:12][C:13]([N:15]1[CH2:20][CH2:19][N:18]([C:21]2[C:26]([O:27][CH2:28][C:29]3[CH:34]=[CH:33][N:32]=[C:31]([F:35])[CH:30]=3)=[N:25][CH:24]=[CH:23][N:22]=2)[CH2:17][CH2:16]1)=O)(C)(C)C.C(N(CC)CC)C.[N:43]([C:46]1[CH:51]=[C:50]([C:52]([F:55])([F:54])[F:53])[CH:49]=[C:48]([C:56]([F:59])([F:58])[F:57])[CH:47]=1)=C=O, predict the reaction product. The product is: [F:53][C:52]([F:54])([F:55])[C:50]1[CH:51]=[C:46]([NH:43][C:13]([N:15]2[CH2:20][CH2:19][N:18]([C:21]3[C:26]([O:27][CH2:28][C:29]4[CH:34]=[CH:33][N:32]=[C:31]([F:35])[CH:30]=4)=[N:25][CH:24]=[CH:23][N:22]=3)[CH2:17][CH2:16]2)=[O:12])[CH:47]=[C:48]([C:56]([F:57])([F:59])[F:58])[CH:49]=1. (3) Given the reactants Cl.[NH2:2][N:3]=[CH:4][C:5]1[CH:10]=[CH:9][C:8]([C:11]2[CH2:15][C:14]3([CH2:20][CH2:19][N:18]([C:21](=[O:29])[CH2:22][CH2:23][C:24]([O:26]CC)=[O:25])[CH2:17][CH2:16]3)[O:13][N:12]=2)=[CH:7][CH:6]=1.C(OCC)(=O)C.CCOCC, predict the reaction product. The product is: [NH2:2][N:3]=[CH:4][C:5]1[CH:6]=[CH:7][C:8]([C:11]2[CH2:15][C:14]3([CH2:20][CH2:19][N:18]([C:21](=[O:29])[CH2:22][CH2:23][C:24]([OH:26])=[O:25])[CH2:17][CH2:16]3)[O:13][N:12]=2)=[CH:9][CH:10]=1. (4) The product is: [CH2:23]([O:30][N:31]=[C:6]([C:4]1[N:3]=[CH:2][O:1][CH:5]=1)[CH:8]1[CH2:9][N:10]([C@H:13]([C:15]2[CH:20]=[CH:19][CH:18]=[CH:17][CH:16]=2)[CH3:14])[C:11](=[O:32])[CH2:12]1)[C:24]1[CH:29]=[CH:28][CH:27]=[CH:26][CH:25]=1. Given the reactants [O:1]1[CH:5]=[C:4]([C:6]([CH:8]2[CH2:12][CH2:11][N:10]([C@H:13]([C:15]3[CH:20]=[CH:19][CH:18]=[CH:17][CH:16]=3)[CH3:14])[C:9]2=O)=O)[N:3]=[CH:2]1.Cl.[CH2:23]([O:30][NH2:31])[C:24]1[CH:29]=[CH:28][CH:27]=[CH:26][CH:25]=1.[OH2:32], predict the reaction product. (5) Given the reactants [CH3:1][I:2].[CH3:3][CH:4]1[C:13]2[C:8](=[CH:9][CH:10]=[CH:11][CH:12]=2)[NH:7][C:6](=[S:14])[NH:5]1, predict the reaction product. The product is: [IH:2].[CH3:3][CH:4]1[C:13]2[C:8](=[CH:9][CH:10]=[CH:11][CH:12]=2)[N:7]=[C:6]([S:14][CH3:1])[NH:5]1. (6) Given the reactants Br[C:2]1[CH:7]=[C:6]([CH3:8])[C:5]([CH:9]2[C:14](=[O:15])[CH2:13][CH:12]([CH2:16][CH2:17][S:18][CH3:19])[CH2:11][C:10]2=[O:20])=[C:4]([CH3:21])[CH:3]=1.[C:22]1(P(C2C=CC=CC=2)CCCCP(C2C=CC=CC=2)C2C=CC=CC=2)[CH:27]=CC=C[CH:23]=1.C(O)(=O)C#CC.[F-].C([N+](CCCC)(CCCC)CCCC)CCC, predict the reaction product. The product is: [CH3:8][C:6]1[CH:7]=[C:2]([C:23]#[C:22][CH3:27])[CH:3]=[C:4]([CH3:21])[C:5]=1[CH:9]1[C:14](=[O:15])[CH2:13][CH:12]([CH2:16][CH2:17][S:18][CH3:19])[CH2:11][C:10]1=[O:20]. (7) Given the reactants CN1CCCC1=O.[Cl:8][C:9]1[CH:16]=[CH:15][CH:14]=[C:13](F)[C:10]=1[CH:11]=[O:12].C(N(CC)C(C)C)(C)C.[C:27]([N:34]1[CH2:39][CH2:38][NH:37][CH2:36][CH2:35]1)([O:29][C:30]([CH3:33])([CH3:32])[CH3:31])=[O:28], predict the reaction product. The product is: [Cl:8][C:9]1[C:10]([CH:11]=[O:12])=[C:13]([N:37]2[CH2:36][CH2:35][N:34]([C:27]([O:29][C:30]([CH3:33])([CH3:32])[CH3:31])=[O:28])[CH2:39][CH2:38]2)[CH:14]=[CH:15][CH:16]=1. (8) Given the reactants [CH:1]12[CH2:10][CH:5]3[CH2:6][CH:7]([CH2:9][CH:3]([CH2:4]3)[CH:2]1[NH:11][C:12](=[O:25])[C:13]1[CH:18]=[CH:17][CH:16]=[C:15]([N:19]3[CH2:24][CH2:23][NH:22][CH2:21][CH2:20]3)[N:14]=1)[CH2:8]2.Br[CH2:27][CH2:28][OH:29].C(=O)([O-])[O-].[K+].[K+].CO, predict the reaction product. The product is: [CH:1]12[CH2:10][CH:5]3[CH2:6][CH:7]([CH2:9][CH:3]([CH2:4]3)[CH:2]1[NH:11][C:12](=[O:25])[C:13]1[CH:18]=[CH:17][CH:16]=[C:15]([N:19]3[CH2:20][CH2:21][N:22]([CH2:27][CH2:28][OH:29])[CH2:23][CH2:24]3)[N:14]=1)[CH2:8]2. (9) Given the reactants [C:1]([O:5][C:6]([N:8]1[CH2:12][C@H:11]([O:13][Si](C(C)(C)C)(C)C)[CH2:10][C@H:9]1[CH:21](OC(OC1C=CC=CC=1)=S)[C:22]#[C:23][Si](C)(C)C)=[O:7])([CH3:4])([CH3:3])[CH3:2].C([SnH](CCCC)CCCC)CCC.N(C(C)(C)C#N)=NC(C)(C)C#N.[F-].C([N+](CCCC)(CCCC)CCCC)CCC, predict the reaction product. The product is: [C:1]([O:5][C:6]([N:8]1[CH2:12][C@H:11]([OH:13])[CH2:10][C@H:9]1[CH2:21][C:22]#[CH:23])=[O:7])([CH3:4])([CH3:3])[CH3:2].